From a dataset of Forward reaction prediction with 1.9M reactions from USPTO patents (1976-2016). Predict the product of the given reaction. (1) Given the reactants [OH:1][C@@H:2]([C@H:4]1[C:10](=[O:11])[N:9]2[C@@H:5]1[CH2:6][C:7]([C:15]1[CH:20]=[CH:19][C:18]([O:21][CH3:22])=[CH:17][CH:16]=1)=[C:8]2[C:12]([O-:14])=[O:13])[CH3:3].[Na+].[CH3:24][CH:25](Cl)[O:26][C:27]([O:29][CH:30]1[CH2:35][CH2:34][CH2:33][CH2:32][CH2:31]1)=[O:28].C(OCC)(=O)C, predict the reaction product. The product is: [OH:1][C@@H:2]([C@H:4]1[C:10](=[O:11])[N:9]2[C@@H:5]1[CH2:6][C:7]([C:15]1[CH:16]=[CH:17][C:18]([O:21][CH3:22])=[CH:19][CH:20]=1)=[C:8]2[C:12]([O:14][CH:25]([O:26][C:27]([O:29][CH:30]1[CH2:35][CH2:34][CH2:33][CH2:32][CH2:31]1)=[O:28])[CH3:24])=[O:13])[CH3:3]. (2) Given the reactants C(O)(=O)[C@H](CC(O)=O)O.C(O)(=O)[C@H](CC(O)=O)O.[NH:19]1[CH2:23][CH2:22][C@H:21](/[CH:24]=[CH:25]/[C:26]2[CH:27]=[N:28][CH:29]=[C:30]([O:32][CH:33]3[CH2:38][CH2:37][O:36][CH2:35][CH2:34]3)[CH:31]=2)[CH2:20]1, predict the reaction product. The product is: [NH:19]1[CH2:23][CH2:22][C@H:21](/[CH:24]=[CH:25]/[C:26]2[CH:27]=[N:28][CH:29]=[C:30]([O:32][CH:33]3[CH2:38][CH2:37][O:36][CH2:35][CH2:34]3)[CH:31]=2)[CH2:20]1. (3) Given the reactants [C:1]([C:3]1[CH:4]=[C:5]([CH:29]=[CH:30][C:31]=1[CH3:32])[C:6]([NH:8][C:9]1[CH:14]=[CH:13][C:12]([CH2:15][N:16]2[CH2:21][CH2:20][N:19]([CH2:22][CH2:23][OH:24])[CH2:18][CH2:17]2)=[C:11]([C:25]([F:28])([F:27])[F:26])[CH:10]=1)=[O:7])#[CH:2].[CH3:33][NH:34][C:35]1[C:44]2[C:39](=[CH:40][C:41](Br)=[CH:42][CH:43]=2)[N:38]=[CH:37][N:36]=1, predict the reaction product. The product is: [CH3:33][NH:34][C:35]1[C:44]2[C:39](=[CH:40][C:41]([C:2]#[C:1][C:3]3[CH:4]=[C:5]([CH:29]=[CH:30][C:31]=3[CH3:32])[C:6]([NH:8][C:9]3[CH:14]=[CH:13][C:12]([CH2:15][N:16]4[CH2:17][CH2:18][N:19]([CH2:22][CH2:23][OH:24])[CH2:20][CH2:21]4)=[C:11]([C:25]([F:28])([F:26])[F:27])[CH:10]=3)=[O:7])=[CH:42][CH:43]=2)[N:38]=[CH:37][N:36]=1. (4) Given the reactants [CH2:1]([NH:3][CH2:4][CH3:5])[CH3:2].Cl[S:7][S:8][S:9][CH2:10][CH2:11][CH2:12][CH2:13][CH2:14][CH2:15][S:16][S:17][S:18]Cl, predict the reaction product. The product is: [CH2:1]([N:3]([S:7][S:8][S:9][CH2:10][CH2:11][CH2:12][CH2:13][CH2:14][CH2:15][S:16][S:17][S:18][N:3]([CH2:4][CH3:5])[CH2:1][CH3:2])[CH2:4][CH3:5])[CH3:2].